This data is from Catalyst prediction with 721,799 reactions and 888 catalyst types from USPTO. The task is: Predict which catalyst facilitates the given reaction. (1) Reactant: [CH:1]1([O:6][C:7]2[C:12]3[O:13][C:14]([CH3:16])=[CH:15][C:11]=3[C:10]([CH:17]=[O:18])=[CH:9][CH:8]=2)[CH2:5][CH2:4][CH2:3][CH2:2]1.S(=O)(=O)([OH:21])N.Cl([O-])=O.[Na+]. Product: [CH:1]1([O:6][C:7]2[C:12]3[O:13][C:14]([CH3:16])=[CH:15][C:11]=3[C:10]([C:17]([OH:21])=[O:18])=[CH:9][CH:8]=2)[CH2:2][CH2:3][CH2:4][CH2:5]1. The catalyst class is: 95. (2) Reactant: [CH3:1][O:2][C:3]1[CH:4]=[CH:5][C:6]2[NH:11][CH2:10][C:9](=[O:12])[NH:8][C:7]=2[N:13]=1.C(=O)(O)[O-].[Na+].Cl[C:20]([O:22][CH2:23][C:24]1[CH:29]=[CH:28][CH:27]=[CH:26][CH:25]=1)=[O:21]. Product: [CH3:1][O:2][C:3]1[CH:4]=[CH:5][C:6]2[N:11]([C:20]([O:22][CH2:23][C:24]3[CH:29]=[CH:28][CH:27]=[CH:26][CH:25]=3)=[O:21])[CH2:10][C:9](=[O:12])[NH:8][C:7]=2[N:13]=1. The catalyst class is: 13. (3) Reactant: [Br:1][C:2]1[CH:3]=[C:4]2[C:9](=[CH:10][CH:11]=1)[CH:8]=[C:7]([C:12]([N+:17]([O-:19])=[O:18])([CH2:15][OH:16])[CH2:13][OH:14])[CH:6]=[CH:5]2.C(Cl)Cl.CO[C:25](OC)([CH3:27])[CH3:26].B(F)(F)F.CCOCC. Product: [Br:1][C:2]1[CH:3]=[C:4]2[C:9](=[CH:10][CH:11]=1)[CH:8]=[C:7]([C:12]1([N+:17]([O-:19])=[O:18])[CH2:15][O:16][C:25]([CH3:27])([CH3:26])[O:14][CH2:13]1)[CH:6]=[CH:5]2. The catalyst class is: 521.